From a dataset of Forward reaction prediction with 1.9M reactions from USPTO patents (1976-2016). Predict the product of the given reaction. (1) Given the reactants [CH3:1]C[O-].[Na+].[C:5]1([CH:11]([C:15]([NH2:17])=[O:16])[C:12]([NH2:14])=[O:13])[CH:10]=[CH:9][CH:8]=[CH:7][CH:6]=1.C(OCC)=O, predict the reaction product. The product is: [C:5]1([C:11]2[C:15]([OH:16])=[N:17][CH:1]=[N:14][C:12]=2[OH:13])[CH:6]=[CH:7][CH:8]=[CH:9][CH:10]=1. (2) Given the reactants [NH2:1][C:2]1[CH:7]=[CH:6][CH:5]=[CH:4][C:3]=1[C:8]#[C:9][C:10]1[C:11]([O:38][CH3:39])=[CH:12][C:13]([O:36][CH3:37])=[C:14](/[CH:16]=[CH:17]/[C:18]([C:20]2[CH:25]=[CH:24][C:23]([S:26]([NH:29][C:30]3[CH:35]=[CH:34][CH:33]=[CH:32][N:31]=3)(=[O:28])=[O:27])=[CH:22][CH:21]=2)=[O:19])[CH:15]=1, predict the reaction product. The product is: [NH:1]1[C:2]2[C:3](=[CH:4][CH:5]=[CH:6][CH:7]=2)[CH:8]=[C:9]1[C:10]1[C:11]([O:38][CH3:39])=[CH:12][C:13]([O:36][CH3:37])=[C:14](/[CH:16]=[CH:17]/[C:18]([C:20]2[CH:25]=[CH:24][C:23]([S:26]([NH:29][C:30]3[CH:35]=[CH:34][CH:33]=[CH:32][N:31]=3)(=[O:28])=[O:27])=[CH:22][CH:21]=2)=[O:19])[CH:15]=1. (3) Given the reactants [CH2:1]([O:3][C:4](=[O:32])[CH:5]([C:10]1[CH:11]=[C:12]([C:22]2[CH:27]=[CH:26][C:25]([C:28]([F:31])([F:30])[F:29])=[CH:24][CH:23]=2)[CH:13]=[C:14]([CH:16]2[CH2:21][CH2:20][CH2:19][NH:18][CH2:17]2)[CH:15]=1)[CH2:6][CH:7]([CH3:9])[CH3:8])[CH3:2].[F:33][C:34]([F:46])([F:45])[C:35]1[CH:36]=[C:37]([S:41](Cl)(=[O:43])=[O:42])[CH:38]=[CH:39][CH:40]=1.C(N(C(C)C)CC)(C)C, predict the reaction product. The product is: [CH2:1]([O:3][C:4](=[O:32])[CH:5]([C:10]1[CH:11]=[C:12]([C:22]2[CH:23]=[CH:24][C:25]([C:28]([F:29])([F:30])[F:31])=[CH:26][CH:27]=2)[CH:13]=[C:14]([CH:16]2[CH2:21][CH2:20][CH2:19][N:18]([S:41]([C:37]3[CH:38]=[CH:39][CH:40]=[C:35]([C:34]([F:33])([F:45])[F:46])[CH:36]=3)(=[O:43])=[O:42])[CH2:17]2)[CH:15]=1)[CH2:6][CH:7]([CH3:9])[CH3:8])[CH3:2]. (4) Given the reactants [CH:1]1[CH:5]=[C:4]([CH:6]=O)[O:3][CH:2]=1.[C:8]([CH2:10][C:11]([O:13][CH2:14][CH3:15])=[O:12])#[N:9], predict the reaction product. The product is: [C:8]([C:10](=[CH:6][C:4]1[O:3][CH:2]=[CH:1][CH:5]=1)[C:11]([O:13][CH2:14][CH3:15])=[O:12])#[N:9]. (5) Given the reactants [Br:1][CH2:2][C:3]([C:5]1[CH:10]=[CH:9][C:8]([Br:11])=[CH:7][CH:6]=1)=O.[NH2:12][C:13]1[CH:18]=[C:17]([C:19]([O:21][CH3:22])=[O:20])[CH:16]=[CH:15][N:14]=1, predict the reaction product. The product is: [BrH:1].[Br:11][C:8]1[CH:9]=[CH:10][C:5]([C:3]2[N:12]=[C:13]3[CH:18]=[C:17]([C:19]([O:21][CH3:22])=[O:20])[CH:16]=[CH:15][N:14]3[CH:2]=2)=[CH:6][CH:7]=1. (6) Given the reactants Cl[C:2]1[CH:3]=[C:4]2[N:11]([CH3:12])[C:10]([CH3:14])([CH3:13])[CH2:9][N:5]2[C:6](=[O:8])[N:7]=1.[F:15][C:16]1[C:21]([F:22])=[CH:20][CH:19]=[CH:18][C:17]=1[CH2:23][OH:24], predict the reaction product. The product is: [F:15][C:16]1[C:21]([F:22])=[CH:20][CH:19]=[CH:18][C:17]=1[CH2:23][O:24][C:2]1[CH:3]=[C:4]2[N:11]([CH3:12])[C:10]([CH3:14])([CH3:13])[CH2:9][N:5]2[C:6](=[O:8])[N:7]=1. (7) Given the reactants [F:1][C:2]1[C:3]([NH:28][CH:29]2[CH:34]3[CH2:35][CH2:36][CH:31]([CH2:32][CH2:33]3)[CH:30]2[C:37]([OH:39])=[O:38])=[N:4][C:5]([C:8]2[C:16]3[C:11](=[N:12][CH:13]=[C:14]([F:17])[CH:15]=3)[N:10](S(C3C=CC(C)=CC=3)(=O)=O)[CH:9]=2)=[CH:6][CH:7]=1.O.[OH-].[Li+].Cl.[NH4+].[Cl-], predict the reaction product. The product is: [F:1][C:2]1[C:3]([NH:28][CH:29]2[CH:34]3[CH2:33][CH2:32][CH:31]([CH2:36][CH2:35]3)[CH:30]2[C:37]([OH:39])=[O:38])=[N:4][C:5]([C:8]2[C:16]3[C:11](=[N:12][CH:13]=[C:14]([F:17])[CH:15]=3)[NH:10][CH:9]=2)=[CH:6][CH:7]=1. (8) Given the reactants [OH:1][C:2]([CH2:4][CH2:5][CH2:6][CH2:7][C@H:8]1[C@@H:16]2[C@@H:11]([NH:12][C:13]([NH:15]2)=[O:14])[CH2:10][S:9]1)=[O:3].Cl.[C:18](OC(=O)CN)([CH3:21])([CH3:20])[CH3:19].C[N:28]1[CH2:33][CH2:32][O:31]CC1.ON1C2C=CC=CC=2N=N1.Cl.CN(C)CCCN=C=NCC, predict the reaction product. The product is: [NH2:28][C@H:33]([C:32]([CH:4]([CH2:5][CH2:6][CH2:7][C@H:8]1[C@@H:16]2[C@@H:11]([NH:12][C:13]([NH:15]2)=[O:14])[CH2:10][S:9]1)[C:2](=[O:1])[OH:3])=[O:31])[C:18]([CH3:21])([CH3:20])[CH3:19]. (9) Given the reactants Cl[CH2:2][CH2:3][CH2:4][S:5]([O:8][CH2:9][C:10]([CH3:29])([CH3:28])[C@@H:11]([O:20][CH2:21][C:22]1[CH:27]=[CH:26][CH:25]=[CH:24][CH:23]=1)[C:12]([O:14][CH2:15][CH2:16][N:17]([CH3:19])[CH3:18])=[O:13])(=[O:7])=[O:6].[N-:30]=[N+:31]=[N-:32].[Na+], predict the reaction product. The product is: [N:30]([CH2:2][CH2:3][CH2:4][S:5]([O:8][CH2:9][C:10]([CH3:29])([CH3:28])[C@@H:11]([O:20][CH2:21][C:22]1[CH:27]=[CH:26][CH:25]=[CH:24][CH:23]=1)[C:12]([O:14][CH2:15][CH2:16][N:17]([CH3:19])[CH3:18])=[O:13])(=[O:7])=[O:6])=[N+:31]=[N-:32]. (10) The product is: [CH3:21][C:10]1[N:11]([CH:15]([CH3:20])[C:16](=[O:17])[CH3:28])[C:12]2[C:8]([CH:9]=1)=[C:7]([C:22]([F:25])([F:24])[F:23])[C:6]([C:4]#[N:5])=[CH:14][CH:13]=2.[OH:30][C:31]([CH3:32])([CH3:1])[CH:15]([N:11]1[C:12]2[C:8](=[C:7]([C:22]([F:24])([F:23])[F:25])[C:6]([C:4]#[N:5])=[CH:14][CH:13]=2)[CH:9]=[C:10]1[CH3:21])[CH3:16]. Given the reactants [CH3:1][Mg]I.[C:4]([C:6]1[C:7]([C:22]([F:25])([F:24])[F:23])=[C:8]2[C:12](=[CH:13][CH:14]=1)[N:11]([CH:15]([CH3:20])[C:16](OC)=[O:17])[C:10]([CH3:21])=[CH:9]2)#[N:5].[NH4+].[Cl-].[CH3:28]C[O:30][CH2:31][CH3:32], predict the reaction product.